This data is from NCI-60 drug combinations with 297,098 pairs across 59 cell lines. The task is: Regression. Given two drug SMILES strings and cell line genomic features, predict the synergy score measuring deviation from expected non-interaction effect. (1) Drug 1: CC1=CC2C(CCC3(C2CCC3(C(=O)C)OC(=O)C)C)C4(C1=CC(=O)CC4)C. Drug 2: CNC(=O)C1=NC=CC(=C1)OC2=CC=C(C=C2)NC(=O)NC3=CC(=C(C=C3)Cl)C(F)(F)F. Cell line: EKVX. Synergy scores: CSS=7.52, Synergy_ZIP=-4.93, Synergy_Bliss=0.129, Synergy_Loewe=-8.95, Synergy_HSA=1.64. (2) Drug 1: C1=CC=C(C(=C1)C(C2=CC=C(C=C2)Cl)C(Cl)Cl)Cl. Drug 2: CC1=C(C=C(C=C1)C(=O)NC2=CC(=CC(=C2)C(F)(F)F)N3C=C(N=C3)C)NC4=NC=CC(=N4)C5=CN=CC=C5. Cell line: NCI-H522. Synergy scores: CSS=2.08, Synergy_ZIP=-1.15, Synergy_Bliss=-1.07, Synergy_Loewe=-1.04, Synergy_HSA=-0.965. (3) Drug 1: C1=CC(=C2C(=C1NCCNCCO)C(=O)C3=C(C=CC(=C3C2=O)O)O)NCCNCCO. Drug 2: CC(C1=C(C=CC(=C1Cl)F)Cl)OC2=C(N=CC(=C2)C3=CN(N=C3)C4CCNCC4)N. Cell line: SK-OV-3. Synergy scores: CSS=43.8, Synergy_ZIP=-2.95, Synergy_Bliss=-2.96, Synergy_Loewe=-25.1, Synergy_HSA=-2.26. (4) Drug 1: COC1=CC(=CC(=C1O)OC)C2C3C(COC3=O)C(C4=CC5=C(C=C24)OCO5)OC6C(C(C7C(O6)COC(O7)C8=CC=CS8)O)O. Drug 2: CCC1(C2=C(COC1=O)C(=O)N3CC4=CC5=C(C=CC(=C5CN(C)C)O)N=C4C3=C2)O.Cl. Cell line: CAKI-1. Synergy scores: CSS=46.4, Synergy_ZIP=-10.7, Synergy_Bliss=-7.29, Synergy_Loewe=-4.12, Synergy_HSA=-2.92. (5) Drug 1: CCC(=C(C1=CC=CC=C1)C2=CC=C(C=C2)OCCN(C)C)C3=CC=CC=C3.C(C(=O)O)C(CC(=O)O)(C(=O)O)O. Drug 2: C1CN1C2=NC(=NC(=N2)N3CC3)N4CC4. Cell line: RPMI-8226. Synergy scores: CSS=42.0, Synergy_ZIP=0.277, Synergy_Bliss=0.0367, Synergy_Loewe=-16.2, Synergy_HSA=2.44.